The task is: Predict which catalyst facilitates the given reaction.. This data is from Catalyst prediction with 721,799 reactions and 888 catalyst types from USPTO. Reactant: [CH2:1]([C:3]1[C:4](=[O:20])[CH2:5][CH2:6][C:7]2([CH3:19])[C:16]=1[CH2:15][CH2:14][C:13]1[C:8]2=[CH:9][CH:10]=[C:11]([O:17]C)[CH:12]=1)[CH3:2].B(Br)(Br)Br. Product: [CH2:1]([C:3]1[C:4](=[O:20])[CH2:5][CH2:6][C:7]2([CH3:19])[C:16]=1[CH2:15][CH2:14][C:13]1[C:8]2=[CH:9][CH:10]=[C:11]([OH:17])[CH:12]=1)[CH3:2]. The catalyst class is: 2.